From a dataset of Forward reaction prediction with 1.9M reactions from USPTO patents (1976-2016). Predict the product of the given reaction. (1) Given the reactants [CH:1]1([CH2:4][O:5][C:6]2[CH:11]=[CH:10][C:9]([CH:12]([F:14])[F:13])=[CH:8][C:7]=2[C:15]2[C:16]3[NH:23][C:22]([CH3:24])=[C:21]([C:25](O)=[O:26])[C:17]=3[N:18]=[CH:19][N:20]=2)[CH2:3][CH2:2]1.[NH2:28][C@@H:29]1[CH2:34][CH2:33][C@@H:32]([NH:35][C:36](=[O:42])[O:37][C:38]([CH3:41])([CH3:40])[CH3:39])[C@@H:31]([F:43])[CH2:30]1, predict the reaction product. The product is: [CH:1]1([CH2:4][O:5][C:6]2[CH:11]=[CH:10][C:9]([CH:12]([F:14])[F:13])=[CH:8][C:7]=2[C:15]2[C:16]3[NH:23][C:22]([CH3:24])=[C:21]([C:25]([NH:28][C@H:29]4[CH2:34][CH2:33][C@H:32]([NH:35][C:36](=[O:42])[O:37][C:38]([CH3:39])([CH3:40])[CH3:41])[C@H:31]([F:43])[CH2:30]4)=[O:26])[C:17]=3[N:18]=[CH:19][N:20]=2)[CH2:2][CH2:3]1. (2) Given the reactants [CH3:1][C:2]1[CH:9]=[C:8]([C:10]([F:13])([F:12])[F:11])[C:5]([C:6]#[N:7])=[CH:4][N:3]=1.[OH-].[NH4+].CCN(C(C)C)C(C)C.[O:25](C(OC(C)(C)C)=O)[C:26]([O:28][C:29]([CH3:32])([CH3:31])[CH3:30])=O, predict the reaction product. The product is: [CH3:1][C:2]1[N:3]=[CH:4][C:5]([CH2:6][NH:7][C:26](=[O:25])[O:28][C:29]([CH3:32])([CH3:31])[CH3:30])=[C:8]([C:10]([F:11])([F:13])[F:12])[CH:9]=1. (3) Given the reactants [C:1]1([CH:7]([NH2:15])[CH2:8][C:9]2[CH:14]=[CH:13][N:12]=[CH:11][CH:10]=2)[CH:6]=[CH:5][CH:4]=[CH:3][CH:2]=1.[NH:16]1[CH2:20][CH2:19][N:18]=[C:17]1S(O)(=O)=O, predict the reaction product. The product is: [NH:16]1[CH2:20][CH2:19][NH:18][C:17]1=[N:15][CH:7]([C:1]1[CH:6]=[CH:5][CH:4]=[CH:3][CH:2]=1)[CH2:8][C:9]1[CH:10]=[CH:11][N:12]=[CH:13][CH:14]=1.